From a dataset of Forward reaction prediction with 1.9M reactions from USPTO patents (1976-2016). Predict the product of the given reaction. (1) Given the reactants [C:1]([O:5][C:6](=[O:26])[NH:7][CH:8]1[CH2:13][CH2:12][CH:11]([CH2:14][NH:15][C:16]2[C:21]([N+:22]([O-:24])=[O:23])=[CH:20][N:19]=[C:18](Cl)[N:17]=2)[CH2:10][CH2:9]1)([CH3:4])([CH3:3])[CH3:2].[CH:27]([O:30][C:31]1[C:36](NC)=[CH:35][CH:34]=[CH:33][N:32]=1)([CH3:29])[CH3:28].C[CH2:40][N:41](C(C)C)C(C)C, predict the reaction product. The product is: [C:1]([O:5][C:6](=[O:26])[NH:7][CH:8]1[CH2:13][CH2:12][CH:11]([CH2:14][NH:15][C:16]2[C:21]([N+:22]([O-:24])=[O:23])=[CH:20][N:19]=[C:18]([NH:41][CH2:40][C:36]3[C:31]([O:30][CH:27]([CH3:28])[CH3:29])=[N:32][CH:33]=[CH:34][CH:35]=3)[N:17]=2)[CH2:10][CH2:9]1)([CH3:4])([CH3:3])[CH3:2]. (2) Given the reactants [Si]([O:8][C@H:9]1[CH2:13][C:12](=[O:14])[N:11]([C:15]2[CH:22]=[CH:21][C:18]([C:19]#[N:20])=[C:17]([C:23]([F:26])([F:25])[F:24])[CH:16]=2)[C@H:10]1[CH3:27])(C(C)(C)C)(C)C.[F-].C([N+](CCCC)(CCCC)CCCC)CCC.C1COCC1.O, predict the reaction product. The product is: [OH:8][C@H:9]1[CH2:13][C:12](=[O:14])[N:11]([C:15]2[CH:22]=[CH:21][C:18]([C:19]#[N:20])=[C:17]([C:23]([F:26])([F:24])[F:25])[CH:16]=2)[C@H:10]1[CH3:27].